This data is from Tyrosyl-DNA phosphodiesterase HTS with 341,365 compounds. The task is: Binary Classification. Given a drug SMILES string, predict its activity (active/inactive) in a high-throughput screening assay against a specified biological target. (1) The drug is Brc1cc(NC(OC2C(Oc3c(C2=O)ccc(OC)c3)c2cc3OCOc3cc2)=O)ccc1C. The result is 0 (inactive). (2) The compound is O=C(NC1CCCCCC1)c1c(c([nH]c1C)C(OCC)=O)C. The result is 0 (inactive). (3) The molecule is S(=O)(=O)(N1CCN(CC1)C)c1cc(ccc1)C(=O)Nc1ccc(C(=O)N(CC)CC)cc1. The result is 0 (inactive). (4) The compound is S(c1oc2c(n1)cccc2)CC(=O)N\N=C\c1c(cccc1)C. The result is 0 (inactive). (5) The result is 0 (inactive). The compound is s1c2c(nc1C)c(NC(=O)C)c(OC)cc2. (6) The result is 0 (inactive). The drug is O1CC2C(C3(N(C2c2c1cccc2)C(=O)c1c(NC3=O)cc(cc1C)C)C)C(OCC)=O.